From a dataset of Forward reaction prediction with 1.9M reactions from USPTO patents (1976-2016). Predict the product of the given reaction. Given the reactants [Cl-:1].[Cr+3:2].N1C2C=CC=CC=2N=C1CNCC1NC2C=CC=CC=2N=1.[Cl-].[Cl-].[NH:26]1[C:30]2[CH:31]=[CH:32][CH:33]=[CH:34][C:29]=2[N:28]=[C:27]1[CH2:35][N:36]([CH2:46][C:47]1[NH:51][C:50]2[CH:52]=[CH:53][CH:54]=[CH:55][C:49]=2[N:48]=1)[CH2:37][CH2:38][CH2:39][C:40]1[CH:45]=[CH:44][CH:43]=[CH:42][CH:41]=1.[K+].[Br-], predict the reaction product. The product is: [Cl-:1].[Cr+3:2].[NH:26]1[C:30]2[CH:31]=[CH:32][CH:33]=[CH:34][C:29]=2[N:28]=[C:27]1[CH2:35][N:36]([CH2:46][C:47]1[NH:48][C:49]2[CH:55]=[CH:54][CH:53]=[CH:52][C:50]=2[N:51]=1)[CH2:37][CH2:38][CH2:39][C:40]1[CH:45]=[CH:44][CH:43]=[CH:42][CH:41]=1.[Cl-:1].[Cl-:1].